This data is from Catalyst prediction with 721,799 reactions and 888 catalyst types from USPTO. The task is: Predict which catalyst facilitates the given reaction. (1) Reactant: [NH:1]1[C:5]([CH2:6][C:7]([OH:9])=O)=[N:4][N:3]=[N:2]1.CCN=C=N[CH2:15][CH2:16][CH2:17][N:18](C)C.C1C=CC2N([OH:30])N=NC=2C=1.N[C:32]12[C:50]3[C:45](=[CH:46][CH:47]=[CH:48][CH:49]=3)[C:44](=[O:51])C1(O)C1[C:39]([O:40]2)=[CH:38][C:37]([CH:41]([CH3:43])[CH3:42])=[CH:36]C=1. Product: [OH:30][C:32]12[C:50]3[C:45](=[CH:46][CH:47]=[CH:48][CH:49]=3)[C:44](=[O:51])[C:17]1([NH:18][C:7](=[O:9])[CH2:6][C:5]1[NH:4][N:3]=[N:2][N:1]=1)[C:16]1[CH:15]=[CH:36][C:37]([CH:41]([CH3:43])[CH3:42])=[CH:38][C:39]=1[O:40]2. The catalyst class is: 59. (2) Reactant: [C:1]([C:3]1[CH:12]=[CH:11][C:6]([C:7]([NH:9][NH2:10])=O)=[CH:5][CH:4]=1)#[N:2].[CH3:13]OC(OC)N(C)C.[NH2:21][C:22]1[C:23](=[O:43])[N:24]([CH2:40][CH2:41][CH3:42])[C:25](=[O:39])[N:26]([C:29]2[CH:34]=[CH:33][CH:32]=[C:31]([C:35]([F:38])([F:37])[F:36])[CH:30]=2)[C:27]=1[CH3:28].C(O)(=O)C. Product: [CH3:28][C:27]1[N:26]([C:29]2[CH:34]=[CH:33][CH:32]=[C:31]([C:35]([F:37])([F:36])[F:38])[CH:30]=2)[C:25](=[O:39])[N:24]([CH2:40][CH2:41][CH3:42])[C:23](=[O:43])[C:22]=1[N:21]1[CH:13]=[N:10][N:9]=[C:7]1[C:6]1[CH:11]=[CH:12][C:3]([C:1]#[N:2])=[CH:4][CH:5]=1. The catalyst class is: 35. (3) Reactant: [Br:1][C:2]1[CH:3]=[CH:4][C:5](F)=[C:6]([CH:9]=1)[CH:7]=[O:8].C[CH:12]1[CH2:17][CH2:16][CH2:15][NH:14][CH2:13]1.C(=O)([O-])[O-].[K+].[K+].O. Product: [Br:1][C:2]1[CH:3]=[CH:4][C:5]([N:14]2[CH2:15][CH2:16][CH:17]([CH3:12])[CH2:13]2)=[C:6]([CH:9]=1)[CH:7]=[O:8]. The catalyst class is: 3. (4) Reactant: [C:23]([C:20]1[CH:21]=[CH:22][C:17](C(NCCCCCNC(=O)[C:17]2[CH:22]=[CH:21][C:20]([C:23]#[N:24])=[CH:19][CH:18]=2)=O)=[CH:18][CH:19]=1)#[N:24].[ClH:28].[C:29](=[O:32])([O-])[O-:30].[NH4+:33].[NH4+].[CH4:35].[CH2:36]([OH:38])[CH3:37]. Product: [ClH:28].[C:23]([C:20]1[CH:19]=[CH:18][C:17]([O:38][CH2:36][CH2:37][CH2:35][CH2:18][CH2:19][CH2:20][CH2:21][CH2:22][C:29]([OH:30])=[O:32])=[CH:22][CH:21]=1)(=[NH:24])[NH2:33]. The catalyst class is: 12. (5) Reactant: [Br:1][C:2]1[N:3]=[CH:4][C:5](N)=[N:6][C:7]=1[Cl:8].N([O-])=[O:11].[Na+]. Product: [Br:1][C:2]1[N:3]=[CH:4][C:5]([OH:11])=[N:6][C:7]=1[Cl:8]. The catalyst class is: 65. (6) Reactant: [CH3:1][O:2][C:3](=[O:21])[C:4]1[CH:20]=[CH:19][C:7]([C:8]([NH:10][C:11]2[C:16]([CH3:17])=[CH:15][C:14]([OH:18])=[CH:13][N:12]=2)=[O:9])=[CH:6][CH:5]=1.[Cl:22][C:23]1[CH:28]=[CH:27][CH:26]=[C:25]([Cl:29])[C:24]=1[C:30]1[C:34]([CH2:35]O)=[C:33]([CH:37]([CH3:39])[CH3:38])[O:32][N:31]=1.C1(P(C2C=CC=CC=2)C2C=CC=CC=2)C=CC=CC=1. Product: [CH3:1][O:2][C:3](=[O:21])[C:4]1[CH:5]=[CH:6][C:7]([C:8]([NH:10][C:11]2[C:16]([CH3:17])=[CH:15][C:14]([O:18][CH2:35][C:34]3[C:30]([C:24]4[C:23]([Cl:22])=[CH:28][CH:27]=[CH:26][C:25]=4[Cl:29])=[N:31][O:32][C:33]=3[CH:37]([CH3:39])[CH3:38])=[CH:13][N:12]=2)=[O:9])=[CH:19][CH:20]=1. The catalyst class is: 48.